The task is: Predict the reactants needed to synthesize the given product.. This data is from Full USPTO retrosynthesis dataset with 1.9M reactions from patents (1976-2016). (1) Given the product [CH:19]1([CH:2]([NH:25][C:26]2[CH:27]=[CH:28][C:29]([C:32]([N:34]([CH3:42])[CH2:35][CH2:36][C:37]([OH:39])=[O:38])=[O:33])=[CH:30][CH:31]=2)[C:3]2[CH:4]=[C:5]([C:11]3[CH:16]=[N:15][C:14]([O:17][CH3:18])=[CH:13][CH:12]=3)[O:6][C:7]=2[CH2:8][O:9][CH3:10])[CH2:24][CH2:23][CH2:22][CH2:21][CH2:20]1, predict the reactants needed to synthesize it. The reactants are: Cl[CH:2]([CH:19]1[CH2:24][CH2:23][CH2:22][CH2:21][CH2:20]1)[C:3]1[CH:4]=[C:5]([C:11]2[CH:12]=[CH:13][C:14]([O:17][CH3:18])=[N:15][CH:16]=2)[O:6][C:7]=1[CH2:8][O:9][CH3:10].[NH2:25][C:26]1[CH:31]=[CH:30][C:29]([C:32]([N:34]([CH3:42])[CH2:35][CH2:36][C:37]([O:39]CC)=[O:38])=[O:33])=[CH:28][CH:27]=1.C(=O)([O-])[O-].[Na+].[Na+].[I-].[Na+]. (2) Given the product [N:28]1([C:25]2[CH:24]=[CH:23][C:22]([NH:21][C:14]3[C:13]4[C:18](=[CH:19][CH:20]=[C:11]([C:9]5[O:10][C:6]([CH:2]=[O:1])=[CH:7][CH:8]=5)[CH:12]=4)[N:17]=[CH:16][N:15]=3)=[CH:27][CH:26]=2)[CH2:29][CH2:30][O:31][CH2:32][CH2:33]1, predict the reactants needed to synthesize it. The reactants are: [O:1]1CCO[CH:2]1[C:6]1[O:10][C:9]([C:11]2[CH:12]=[C:13]3[C:18](=[CH:19][CH:20]=2)[N:17]=[CH:16][N:15]=[C:14]3[NH:21][C:22]2[CH:27]=[CH:26][C:25]([N:28]3[CH2:33][CH2:32][O:31][CH2:30][CH2:29]3)=[CH:24][CH:23]=2)=[CH:8][CH:7]=1.O.C(Cl)Cl.CC(O)C.[OH-].[Na+]. (3) Given the product [CH3:1][O:2][C:3](=[O:25])[C:4]1[CH:9]=[CH:8][C:7]([CH2:10][C:11]2[C:19]3[C:14](=[CH:15][CH:16]=[C:17]([N+:20]([O-:22])=[O:21])[CH:18]=3)[N:13]([CH3:29])[CH:12]=2)=[C:6]([O:23][CH3:24])[CH:5]=1, predict the reactants needed to synthesize it. The reactants are: [CH3:1][O:2][C:3](=[O:25])[C:4]1[CH:9]=[CH:8][C:7]([CH2:10][C:11]2[C:19]3[C:14](=[CH:15][CH:16]=[C:17]([N+:20]([O-:22])=[O:21])[CH:18]=3)[NH:13][CH:12]=2)=[C:6]([O:23][CH3:24])[CH:5]=1.[H-].[Na+].I[CH3:29].Cl. (4) Given the product [Cl:1][C:2]1[CH:3]=[C:4]2[C:8](=[CH:9][CH:10]=1)[NH:7][CH:6]=[C:5]2[CH2:11][CH2:12][NH:13][C:14]([C:15]1[C:20]([C:27]2[CH:28]=[CH:29][CH:30]=[C:25]([C:24]([F:35])([F:34])[F:23])[CH:26]=2)=[CH:19][CH:18]=[CH:17][CH:16]=1)=[O:22].[Cl:1][C:2]1[CH:3]=[C:4]2[C:8](=[CH:9][CH:10]=1)[NH:7][CH:6]=[C:5]2[CH2:11][CH2:12][NH:13][C:14]([C:15]1[CH:16]=[C:17]([C:26]2[CH:27]=[CH:28][CH:29]=[CH:30][C:25]=2[C:24]([F:35])([F:34])[F:23])[CH:18]=[CH:19][CH:20]=1)=[O:22], predict the reactants needed to synthesize it. The reactants are: [Cl:1][C:2]1[CH:3]=[C:4]2[C:8](=[CH:9][CH:10]=1)[NH:7][CH:6]=[C:5]2[CH2:11][CH2:12][NH:13][C:14](=[O:22])[C:15]1[CH:20]=[CH:19][CH:18]=[C:17](I)[CH:16]=1.[F:23][C:24]([F:35])([F:34])[C:25]1[CH:30]=[CH:29][CH:28]=[CH:27][C:26]=1B(O)O.C(=O)([O-])[O-].[Na+].[Na+]. (5) Given the product [OH:16][C@H:11]1[CH2:12][CH2:13][CH2:14][CH2:15][C@H:10]1[NH:9][C:2]1[CH2:6][S:5][C:4](=[O:7])[N:3]=1, predict the reactants needed to synthesize it. The reactants are: S=[C:2]1[CH2:6][S:5][C:4](=[O:7])[NH:3]1.Cl.[NH2:9][C@H:10]1[CH2:15][CH2:14][CH2:13][CH2:12][C@H:11]1[OH:16].C(N(C(C)C)C(C)C)C.